From a dataset of Forward reaction prediction with 1.9M reactions from USPTO patents (1976-2016). Predict the product of the given reaction. (1) The product is: [CH2:11]([N:8]1[C:9]2[C:5](=[CH:4][CH:3]=[C:2]([NH:1][C:36](=[O:37])[CH:33]([CH3:35])[CH3:34])[CH:10]=2)[C:6]([C:21]([NH:23][CH2:24][C:25]2[CH:30]=[CH:29][C:28]([F:31])=[C:27]([F:32])[CH:26]=2)=[O:22])=[C:7]1[CH:18]([CH3:19])[CH3:20])[C:12]1[CH:13]=[CH:14][CH:15]=[CH:16][CH:17]=1. Given the reactants [NH2:1][C:2]1[CH:10]=[C:9]2[C:5]([C:6]([C:21]([NH:23][CH2:24][C:25]3[CH:30]=[CH:29][C:28]([F:31])=[C:27]([F:32])[CH:26]=3)=[O:22])=[C:7]([CH:18]([CH3:20])[CH3:19])[N:8]2[CH2:11][C:12]2[CH:17]=[CH:16][CH:15]=[CH:14][CH:13]=2)=[CH:4][CH:3]=1.[CH:33]([C:36](Cl)=[O:37])([CH3:35])[CH3:34], predict the reaction product. (2) Given the reactants [F:1][C:2]([F:38])([F:37])[O:3][C:4]1[CH:36]=[CH:35][C:7]([CH2:8][C@:9]23[CH2:16][C@H:15]([NH:17][C:18](=[O:24])[CH2:19][CH2:20][C:21](O)=[O:22])[CH2:14][N:13]2[C:12](=[O:25])[N:11]([C:26]2[CH:31]=[C:30]([Cl:32])[N:29]=[C:28]([Cl:33])[CH:27]=2)[C:10]3=[O:34])=[CH:6][CH:5]=1.[CH3:39][N:40]1[CH2:45][CH2:44][NH:43][CH2:42][CH2:41]1.C1C=CC2N(O)N=NC=2C=1.CCN(C(C)C)C(C)C, predict the reaction product. The product is: [F:37][C:2]([F:38])([F:1])[O:3][C:4]1[CH:5]=[CH:6][C:7]([CH2:8][C@:9]23[CH2:16][C@H:15]([NH:17][C:18](=[O:24])[CH2:19][CH2:20][C:21]([N:43]4[CH2:44][CH2:45][N:40]([CH3:39])[CH2:41][CH2:42]4)=[O:22])[CH2:14][N:13]2[C:12](=[O:25])[N:11]([C:26]2[CH:31]=[C:30]([Cl:32])[N:29]=[C:28]([Cl:33])[CH:27]=2)[C:10]3=[O:34])=[CH:35][CH:36]=1. (3) Given the reactants F[C:2]1[CH:3]=[C:4]([CH:7]=[CH:8][CH:9]=1)[C:5]#[N:6].[F:10][C:11]1[CH:16]=[CH:15][CH:14]=[CH:13][C:12]=1[OH:17].C(=O)([O-])[O-].[Cs+].[Cs+].Cl, predict the reaction product. The product is: [F:10][C:11]1[CH:16]=[CH:15][CH:14]=[CH:13][C:12]=1[O:17][C:2]1[CH:3]=[C:4]([CH:7]=[CH:8][CH:9]=1)[C:5]#[N:6].